From a dataset of Peptide-MHC class II binding affinity with 134,281 pairs from IEDB. Regression. Given a peptide amino acid sequence and an MHC pseudo amino acid sequence, predict their binding affinity value. This is MHC class II binding data. (1) The MHC is DRB3_0202 with pseudo-sequence DRB3_0202. The binding affinity (normalized) is 0. The peptide sequence is TMAGCGYLMFLGGVK. (2) The peptide sequence is VQLIRMAEAEMVIHH. The MHC is DRB3_0301 with pseudo-sequence DRB3_0301. The binding affinity (normalized) is 0.808. (3) The peptide sequence is KPQEGTVVAVGPGRW. The MHC is DRB1_1501 with pseudo-sequence DRB1_1501. The binding affinity (normalized) is 0.198. (4) The peptide sequence is RMAMTDTTPFGQQRV. The MHC is DRB1_0701 with pseudo-sequence DRB1_0701. The binding affinity (normalized) is 0.723. (5) The peptide sequence is LVGPTPVNIIGRNILTQIGC. The MHC is DRB1_0404 with pseudo-sequence DRB1_0404. The binding affinity (normalized) is 0.204. (6) The peptide sequence is DQYKDLCHMHTGVVV. The MHC is DRB3_0101 with pseudo-sequence DRB3_0101. The binding affinity (normalized) is 0.0147. (7) The peptide sequence is TFALWRVSAEEY. The MHC is DRB1_0404 with pseudo-sequence DRB1_0404. The binding affinity (normalized) is 0.414.